Dataset: Full USPTO retrosynthesis dataset with 1.9M reactions from patents (1976-2016). Task: Predict the reactants needed to synthesize the given product. (1) Given the product [NH2:18][C:15]1[C:14]2[C:9]([O:8][CH2:1][C:2]3[CH:3]=[CH:4][CH:5]=[CH:6][CH:7]=3)=[N:10][CH:11]=[CH:12][C:13]=2[N:17]([C@@H:21]2[C@@H:22]([C:25]#[N:26])[CH2:23][CH2:24][O:19][CH2:20]2)[N:16]=1, predict the reactants needed to synthesize it. The reactants are: [CH2:1]([O:8][C:9]1[C:14]2[C:15]([NH2:18])=[N:16][NH:17][C:13]=2[CH:12]=[CH:11][N:10]=1)[C:2]1[CH:7]=[CH:6][CH:5]=[CH:4][CH:3]=1.[O:19]1[CH2:24][CH:23]=[C:22]([C:25]#[N:26])[CH2:21][CH2:20]1.C1CCN2C(=NCCC2)CC1. (2) The reactants are: I[C:2]1[C:7]2[N:8]=[C:9]([S:12][CH3:13])[N:10]=[CH:11][C:6]=2[C:5](=[O:14])[NH:4][CH:3]=1.C([N:22]1[C:30]2[C:25](=[CH:26][CH:27]=[C:28]([C:31]#[N:32])[CH:29]=2)[C:24](B(O)O)=[CH:23]1)(OC(C)(C)C)=O.O.O.O.P([O-])([O-])([O-])=O.[K+].[K+].[K+]. Given the product [CH3:13][S:12][C:9]1[N:10]=[CH:11][C:6]2[C:5](=[O:14])[NH:4][CH:3]=[C:2]([C:24]3[C:25]4[C:30](=[CH:29][C:28]([C:31]#[N:32])=[CH:27][CH:26]=4)[NH:22][CH:23]=3)[C:7]=2[N:8]=1, predict the reactants needed to synthesize it. (3) Given the product [CH3:25][O:26][C:27]1[CH:28]=[C:29]([C:2]2[CH:11]=[N:10][C:9]3[N:8]([CH2:12][C:13]4[CH:18]=[CH:17][C:16]([O:19][CH3:20])=[CH:15][CH:14]=4)[C:7](=[O:21])[N:6]4[N:22]=[CH:23][N:24]=[C:5]4[C:4]=3[CH:3]=2)[CH:30]=[CH:31][C:32]=1[O:33][CH3:34], predict the reactants needed to synthesize it. The reactants are: Br[C:2]1[CH:11]=[N:10][C:9]2[N:8]([CH2:12][C:13]3[CH:18]=[CH:17][C:16]([O:19][CH3:20])=[CH:15][CH:14]=3)[C:7](=[O:21])[N:6]3[N:22]=[CH:23][N:24]=[C:5]3[C:4]=2[CH:3]=1.[CH3:25][O:26][C:27]1[CH:28]=[C:29](B(O)O)[CH:30]=[CH:31][C:32]=1[O:33][CH3:34].P([O-])([O-])([O-])=O.[K+].[K+].[K+].